From a dataset of Catalyst prediction with 721,799 reactions and 888 catalyst types from USPTO. Predict which catalyst facilitates the given reaction. (1) Product: [OH:1][CH:2]1[C:10]2[CH:9]=[CH:8][CH:7]=[C:6]([C:11]#[N:12])[C:5]=2[CH2:4][CH2:3]1. The catalyst class is: 8. Reactant: [O:1]=[C:2]1[C:10]2[CH:9]=[CH:8][CH:7]=[C:6]([C:11]#[N:12])[C:5]=2[CH2:4][CH2:3]1.[BH4-].[Na+]. (2) Reactant: [CH3:1][O:2][C:3]1[CH:23]=[CH:22][C:6]([C:7]([N:9]([C:14]2[CH:19]=[CH:18][C:17]([O:20][CH3:21])=[CH:16][CH:15]=2)[NH:10][C:11](=[S:13])[NH2:12])=O)=[CH:5][CH:4]=1.C(O)C. Product: [CH3:21][O:20][C:17]1[CH:18]=[CH:19][C:14]([N:9]2[C:7]([C:6]3[CH:22]=[CH:23][C:3]([O:2][CH3:1])=[CH:4][CH:5]=3)=[N:12][C:11]([SH:13])=[N:10]2)=[CH:15][CH:16]=1. The catalyst class is: 500. (3) Reactant: [F:1][C:2]([F:28])([F:27])[C:3]1[CH:4]=[C:5]([N:9]([CH2:19][C:20](OC(C)(C)C)=[O:21])[S:10]([C:13]2[CH:18]=[CH:17][CH:16]=[CH:15][CH:14]=2)(=[O:12])=[O:11])[CH:6]=[CH:7][CH:8]=1.[CH3:29][N:30]1[CH2:35][CH2:34][NH:33][CH2:32][CH2:31]1.CCN(CC)CC.C(Cl)CCl.C1C=CC2N(O)N=NC=2C=1. Product: [CH3:29][N:30]1[CH2:35][CH2:34][N:33]([C:20](=[O:21])[CH2:19][N:9]([C:5]2[CH:6]=[CH:7][CH:8]=[C:3]([C:2]([F:1])([F:27])[F:28])[CH:4]=2)[S:10]([C:13]2[CH:14]=[CH:15][CH:16]=[CH:17][CH:18]=2)(=[O:12])=[O:11])[CH2:32][CH2:31]1. The catalyst class is: 61. (4) Reactant: [F:1][C:2]1[CH:7]=[CH:6][C:5]([N:8]2[C:16]3[C:11](=[CH:12][C:13]4[CH2:21][C:20](=[O:22])[CH2:19][CH2:18][CH2:17][C:14]=4[CH:15]=3)[CH:10]=[N:9]2)=[CH:4][CH:3]=1.[Li+].C[Si]([N-][Si](C)(C)C)(C)C.[N:33]1[CH:38]=[CH:37][CH:36]=[CH:35][C:34]=1[CH:39]=O. Product: [F:1][C:2]1[CH:3]=[CH:4][C:5]([N:8]2[C:16]3[C:11](=[CH:12][C:13]4=[C:14]([CH2:17][CH2:18][CH2:19][C:20](=[O:22])/[C:21]/4=[CH:39]/[C:34]4[CH:35]=[CH:36][CH:37]=[CH:38][N:33]=4)[CH:15]=3)[CH:10]=[N:9]2)=[CH:6][CH:7]=1. The catalyst class is: 1. (5) Reactant: [C:1](Cl)(=O)[C:2]([Cl:4])=[O:3].CN(C=O)C.[CH2:12]([C:17]1[CH:22]=[CH:21][C:20](/[C:23](/C)=[CH:24]/C(O)=O)=[CH:19][CH:18]=1)[CH2:13][CH2:14][CH2:15][CH3:16]. Product: [CH2:12]([C:17]1[CH:22]=[CH:21][C:20](/[C:23](/[CH3:24])=[CH:1]/[C:2]([Cl:4])=[O:3])=[CH:19][CH:18]=1)[CH2:13][CH2:14][CH2:15][CH3:16]. The catalyst class is: 4. (6) Reactant: [Cl:1][C:2]1[CH:12]=[C:11]([F:13])[C:10]([F:14])=[CH:9][C:3]=1[C:4]([N:6]=[C:7]=[O:8])=[O:5].[Cl:15][C:16]1[CH:21]=[C:20]([C:22]2[NH:26][N:25]=[N:24][N:23]=2)[CH:19]=[CH:18][C:17]=1[NH2:27]. Product: [Cl:1][C:2]1[CH:12]=[C:11]([F:13])[C:10]([F:14])=[CH:9][C:3]=1[C:4]([NH:6][C:7]([NH:27][C:17]1[CH:18]=[CH:19][C:20]([C:22]2[NH:26][N:25]=[N:24][N:23]=2)=[CH:21][C:16]=1[Cl:15])=[O:8])=[O:5]. The catalyst class is: 10. (7) Reactant: C([O:8][C:9]([C:15]1[O:19][C:18]([C:20]2[C:21]([NH2:34])=[N:22][C:23]([C:30]([F:33])([F:32])[F:31])=[C:24]([C:26]([F:29])([F:28])[F:27])[N:25]=2)=[N:17][N:16]=1)([CH3:14])[C:10]([F:13])([F:12])[F:11])C1C=CC=CC=1. Product: [NH2:34][C:21]1[C:20]([C:18]2[O:19][C:15]([C:9]([OH:8])([CH3:14])[C:10]([F:13])([F:12])[F:11])=[N:16][N:17]=2)=[N:25][C:24]([C:26]([F:27])([F:29])[F:28])=[C:23]([C:30]([F:33])([F:32])[F:31])[N:22]=1. The catalyst class is: 50. (8) The catalyst class is: 28. Product: [C:23]([O:26][C:4]([N:5]1[CH:6]=[CH:13][C:12](=[O:11])[CH2:17][CH:16]1[CH2:15][CH3:14])=[O:31])([CH3:25])([CH3:24])[CH3:22]. Reactant: NC1C[CH2:6][NH:5][CH2:4]C1.ClC([O:11][C:12]1[CH:17]=[CH:16][CH:15]=[CH:14][CH:13]=1)=O.CC[Mg+].[Br-].[CH3:22][C:23]([O-:26])([CH3:25])[CH3:24].[K+].C1C[O:31]CC1.